Task: Predict which catalyst facilitates the given reaction.. Dataset: Catalyst prediction with 721,799 reactions and 888 catalyst types from USPTO (1) Reactant: [F:1][C:2]1[CH:3]=[C:4]([C:8]#[C:9][C:10]2[CH:19]=[C:18]3[C:13]([C:14](=[O:25])[N:15]4[CH2:23][C:22](=[O:24])[CH2:21][CH2:20][C:16]4=[N:17]3)=[CH:12][CH:11]=2)[CH:5]=[CH:6][CH:7]=1.[BH4-].[Na+]. Product: [F:1][C:2]1[CH:3]=[C:4]([C:8]#[C:9][C:10]2[CH:19]=[C:18]3[C:13]([C:14](=[O:25])[N:15]4[CH2:23][CH:22]([OH:24])[CH2:21][CH2:20][C:16]4=[N:17]3)=[CH:12][CH:11]=2)[CH:5]=[CH:6][CH:7]=1. The catalyst class is: 1. (2) Reactant: [OH:1][C:2]1[CH:3]=[C:4]([C:8](=[O:10])[CH3:9])[CH:5]=[CH:6][CH:7]=1.[C:11]1([CH3:19])[CH:16]=[CH:15][CH:14]=[CH:13][C:12]=1[Mg]Cl. Product: [OH:10][C:8]([C:4]1[CH:3]=[C:2]([OH:1])[CH:7]=[CH:6][CH:5]=1)([C:12]1[CH:13]=[CH:14][CH:15]=[CH:16][C:11]=1[CH3:19])[CH3:9]. The catalyst class is: 7. (3) Reactant: [NH2:1][C:2]1[CH:10]=[CH:9][C:5]([C:6]([OH:8])=O)=[C:4]([C:11]([F:14])([F:13])[F:12])[CH:3]=1.C1C=CC2N(O)N=NC=2C=1.C(Cl)CCl.CCN(CC)CC.[CH2:36]([N:38]1[CH2:43][CH2:42][NH:41][CH2:40][CH2:39]1)[CH3:37]. Product: [NH2:1][C:2]1[CH:10]=[CH:9][C:5]([C:6]([N:41]2[CH2:42][CH2:43][N:38]([CH2:36][CH3:37])[CH2:39][CH2:40]2)=[O:8])=[C:4]([C:11]([F:14])([F:13])[F:12])[CH:3]=1. The catalyst class is: 2. (4) Reactant: C1(C#CCO)C=CC=CC=1.C1(S)C=CC=CC=1.[C:18]1([CH2:24][CH:25]([S:29][C:30]2[CH:35]=[CH:34][CH:33]=[CH:32][CH:31]=2)[C:26](=[O:28])C)[CH:23]=[CH:22][CH:21]=[CH:20][CH:19]=1. Product: [C:18]1([CH2:24][CH:25]([S:29][C:30]2[CH:35]=[CH:34][CH:33]=[CH:32][CH:31]=2)[CH:26]=[O:28])[CH:19]=[CH:20][CH:21]=[CH:22][CH:23]=1. The catalyst class is: 26. (5) Reactant: Cl.Cl.Cl.[N:4]1[CH:9]=[CH:8][C:7]([C:10]2[N:14]3[N:15]=[C:16]([NH:19][C@H:20]4[CH2:25][CH2:24][C@H:23]([NH2:26])[CH2:22][CH2:21]4)[CH:17]=[CH:18][C:13]3=[N:12][CH:11]=2)=[CH:6][CH:5]=1.Cl[C:28]([O:30][CH3:31])=[O:29]. Product: [CH3:31][O:30][C:28](=[O:29])[NH:26][C@H:23]1[CH2:22][CH2:21][C@H:20]([NH:19][C:16]2[CH:17]=[CH:18][C:13]3[N:14]([C:10]([C:7]4[CH:8]=[CH:9][N:4]=[CH:5][CH:6]=4)=[CH:11][N:12]=3)[N:15]=2)[CH2:25][CH2:24]1. The catalyst class is: 66.